The task is: Regression. Given two drug SMILES strings and cell line genomic features, predict the synergy score measuring deviation from expected non-interaction effect.. This data is from NCI-60 drug combinations with 297,098 pairs across 59 cell lines. (1) Drug 1: C1=C(C(=O)NC(=O)N1)F. Drug 2: C1CC(CNC1)C2=CC=C(C=C2)N3C=C4C=CC=C(C4=N3)C(=O)N. Cell line: SW-620. Synergy scores: CSS=55.9, Synergy_ZIP=-0.539, Synergy_Bliss=-0.319, Synergy_Loewe=0.557, Synergy_HSA=4.73. (2) Drug 1: CC1CCC2CC(C(=CC=CC=CC(CC(C(=O)C(C(C(=CC(C(=O)CC(OC(=O)C3CCCCN3C(=O)C(=O)C1(O2)O)C(C)CC4CCC(C(C4)OC)OCCO)C)C)O)OC)C)C)C)OC. Drug 2: CC12CCC3C(C1CCC2O)C(CC4=C3C=CC(=C4)O)CCCCCCCCCS(=O)CCCC(C(F)(F)F)(F)F. Cell line: ACHN. Synergy scores: CSS=7.91, Synergy_ZIP=0.360, Synergy_Bliss=0.598, Synergy_Loewe=-12.8, Synergy_HSA=-1.45. (3) Cell line: HCT116. Synergy scores: CSS=17.8, Synergy_ZIP=-1.27, Synergy_Bliss=-1.95, Synergy_Loewe=-90.1, Synergy_HSA=-1.36. Drug 1: CN(C)C(=N)N=C(N)N. Drug 2: CC(C)(C1=NC(=CC=C1)N2C3=NC(=NC=C3C(=O)N2CC=C)NC4=CC=C(C=C4)N5CCN(CC5)C)O. (4) Drug 1: C1C(C(OC1N2C=C(C(=O)NC2=O)F)CO)O. Drug 2: CC1CCC2CC(C(=CC=CC=CC(CC(C(=O)C(C(C(=CC(C(=O)CC(OC(=O)C3CCCCN3C(=O)C(=O)C1(O2)O)C(C)CC4CCC(C(C4)OC)OCCO)C)C)O)OC)C)C)C)OC. Cell line: HCT-15. Synergy scores: CSS=15.1, Synergy_ZIP=-2.19, Synergy_Bliss=1.40, Synergy_Loewe=-25.0, Synergy_HSA=-3.70.